This data is from CYP2C19 inhibition data for predicting drug metabolism from PubChem BioAssay. The task is: Regression/Classification. Given a drug SMILES string, predict its absorption, distribution, metabolism, or excretion properties. Task type varies by dataset: regression for continuous measurements (e.g., permeability, clearance, half-life) or binary classification for categorical outcomes (e.g., BBB penetration, CYP inhibition). Dataset: cyp2c19_veith. (1) The compound is CN(CCc1ccc(Cl)c(Cl)c1)CCN1CCCC1. The result is 0 (non-inhibitor). (2) The molecule is Cc1c(NC(=O)CN2CCN(c3ccccc3)CC2)c(=O)n(-c2ccccc2)n1C. The result is 0 (non-inhibitor). (3) The drug is CC(=O)N1CCN(c2ccccc2NC(=O)COc2ccc(Br)cc2)CC1. The result is 1 (inhibitor).